Dataset: Drug-target binding data from BindingDB using IC50 measurements. Task: Regression. Given a target protein amino acid sequence and a drug SMILES string, predict the binding affinity score between them. We predict pIC50 (pIC50 = -log10(IC50 in M); higher means more potent). Dataset: bindingdb_ic50. (1) The compound is CCCCCCCCNC(=O)NC1CCCCC1. The target protein (Q9D379) has sequence MWLELILASVLGFVIYWFVSRDKEETLPLEDGWWGPGSKPSAKEDESIRPFKVETSDEEIKDLHQRIDRFRASPPLEGSRFHYGFNSSYLKKVVSFWRNEFDWRKQVEILNQYPHFKTKIEGLDIHFIHVKPPQLPSGRTPKPLLMVHGWPGSFYEFYKIIPLLTDPKTHGLSDEHVFEVICPSIPGYGFSEASSKKGLNSVATARIFYKLMSRLGFQKFYIQGGDWGSLICTNIAQMVPNHVKGLHLNMSFISRNIYSLTPLLGQRFGRFLGYTEKDLELLYPFKEKVFYNIMRESGYLHIQATKPDTVGCALNDSPVGLAAYILEKFSTWTKSEYRELEDGGLERKFSLEDLLTNIMIYWTTGTIVSSQRFYKENLGQGVMVHRHEGMKVFVPTGYSAFPSEILHAPEKWVKVKYPKLISYSYMERGGHFAAFEEPKLLAQDIRKFVSLAELQ. The pIC50 is 7.2. (2) The small molecule is CCCCc1oc2ccccc2c1C(=O)c1cc(I)c(O)c(I)c1. The target protein (P04625) has sequence MEQKPSTLDPLSEPEDTRWLDGKRKRKSSQCLVKSSMSGYIPSYLDKDEQCVVCGDKATGYHYRCITCEGCKGFFRRTIQKNLHPTYSCKYDGCCVIDKITRNQCQLCRFKKCISVGMAMDLVLDDSKRVAKRKLIEENRERRRKEEMIKSLQHRPSPSAEEWELIHVVTEAHRSTNAQGSHWKQKRKFLPEDIGQSPMASMPDGDKVDLEAFSEFTKIITPAITRVVDFAKKLPMFSELPCEDQIILLKGCCMEIMSLRAAVRYDPESETLTLSGEMAVKREQLKNGGLGVVSDAIFDLGKSLSAFNLDDTEVALLQAVLLMSSDRTGLICVDKIEKCQETYLLAFEHYINYRKHNIPHFWPKLLMKVTDLRMIGACHASRFLHMKVECPTELFPPLFLEVFEDQEV. The pIC50 is 4.4.